From a dataset of Reaction yield outcomes from USPTO patents with 853,638 reactions. Predict the reaction yield, written as a fraction of the theoretical maximum amount of product (1.0 means a 100% yield; for example, 0.34 means a 34% yield). (1) The reactants are [C:1]([C:4]1[O:5][C:6]2[CH:13]=[CH:12][C:11]([O:14][CH3:15])=[C:10]([Br:16])[C:7]=2[C:8]=1[NH2:9])(=[O:3])[CH3:2].[CH:17]([C:20]1[S:21][CH:22]=[C:23]([CH:25]=O)[N:24]=1)([CH3:19])[CH3:18].[OH-].[Na+].CO. The catalyst is O. The product is [NH2:9][C:8]1[C:7]2[C:10]([Br:16])=[C:11]([O:14][CH3:15])[CH:12]=[CH:13][C:6]=2[O:5][C:4]=1[C:1](=[O:3])[CH:2]=[CH:25][C:23]1[N:24]=[C:20]([CH:17]([CH3:19])[CH3:18])[S:21][CH:22]=1. The yield is 0.944. (2) The reactants are [C:1]([N:4]1[C:13]2[C:8](=[CH:9][C:10]([C:14]([O:16][CH2:17][CH3:18])=[O:15])=[CH:11][CH:12]=2)[CH:7]([NH:19]C(OCC2C=CC=CC=2)=O)[CH:6]([CH3:30])[CH:5]1[CH2:31][CH3:32])(=[O:3])[CH3:2]. The catalyst is C(O)C.[Pd]. The product is [C:1]([N:4]1[C:13]2[C:8](=[CH:9][C:10]([C:14]([O:16][CH2:17][CH3:18])=[O:15])=[CH:11][CH:12]=2)[CH:7]([NH2:19])[CH:6]([CH3:30])[CH:5]1[CH2:31][CH3:32])(=[O:3])[CH3:2]. The yield is 1.00. (3) The reactants are [CH:1]1([N:7]2[CH2:11][CH2:10][CH2:9][C:8]2=[O:12])[CH2:6][CH2:5][CH2:4][CH2:3][CH2:2]1.[Li+].CC([N-]C(C)C)C.Br[CH2:22][C:23]1[C:28]([Cl:29])=[CH:27][C:26]([O:30][CH3:31])=[CH:25][C:24]=1[Cl:32].[Cl-].[NH4+]. The catalyst is O1CCCC1. The product is [CH:1]1([N:7]2[CH2:11][CH2:10][CH:9]([CH2:22][C:23]3[C:24]([Cl:32])=[CH:25][C:26]([O:30][CH3:31])=[CH:27][C:28]=3[Cl:29])[C:8]2=[O:12])[CH2:2][CH2:3][CH2:4][CH2:5][CH2:6]1. The yield is 0.690. (4) The reactants are [C:1]1([C:21]2[CH:26]=[CH:25][CH:24]=[CH:23][CH:22]=2)[CH:6]=[CH:5][C:4]([C:7]([NH:9][C:10]2[CH:18]=[CH:17][C:13]([C:14]([OH:16])=[O:15])=[C:12]([O:19]C)[CH:11]=2)=[O:8])=[CH:3][CH:2]=1.B(Br)(Br)Br. The catalyst is C(Cl)(Cl)Cl.[Cl-].[Na+].O. The product is [C:1]1([C:21]2[CH:26]=[CH:25][CH:24]=[CH:23][CH:22]=2)[CH:2]=[CH:3][C:4]([C:7]([NH:9][C:10]2[CH:18]=[CH:17][C:13]([C:14]([OH:16])=[O:15])=[C:12]([OH:19])[CH:11]=2)=[O:8])=[CH:5][CH:6]=1. The yield is 0.820. (5) The yield is 0.970. The product is [OH:1][NH:2][C:3](=[O:21])[CH2:4][CH2:5][CH2:6][CH2:7][CH2:8][CH2:9][CH2:10][C:11]1[CH:20]=[CH:19][C:18]2[C:13](=[CH:14][CH:15]=[CH:16][CH:17]=2)[CH:12]=1. The catalyst is CO.[Pd]. The reactants are [OH:1][NH:2][C:3](=[O:21])[CH2:4][CH2:5][CH2:6][CH2:7][CH2:8]/[CH:9]=[CH:10]/[C:11]1[CH:20]=[CH:19][C:18]2[C:13](=[CH:14][CH:15]=[CH:16][CH:17]=2)[CH:12]=1. (6) The reactants are C([O:5][C:6](=[O:42])[CH2:7][O:8][CH2:9][CH2:10][O:11][CH2:12][CH2:13][O:14][CH2:15][CH2:16][O:17][CH2:18][CH2:19][O:20][CH2:21][CH2:22][O:23][CH2:24][CH2:25][O:26][CH2:27][CH2:28][CH2:29][CH2:30][CH2:31][CH2:32][CH2:33][CH2:34][CH2:35][CH2:36][CH2:37][S:38]C(=O)C)(C)(C)C.Cl. No catalyst specified. The product is [SH:38][CH2:37][CH2:36][CH2:35][CH2:34][CH2:33][CH2:32][CH2:31][CH2:30][CH2:29][CH2:28][CH2:27][O:26][CH2:25][CH2:24][O:23][CH2:22][CH2:21][O:20][CH2:19][CH2:18][O:17][CH2:16][CH2:15][O:14][CH2:13][CH2:12][O:11][CH2:10][CH2:9][O:8][CH2:7][C:6]([OH:42])=[O:5]. The yield is 0.950.